From a dataset of Full USPTO retrosynthesis dataset with 1.9M reactions from patents (1976-2016). Predict the reactants needed to synthesize the given product. (1) Given the product [Br:21][CH2:22][C:23](=[O:25])[CH2:9][C:8]1[CH:15]=[CH:16][CH:17]=[CH:18][C:7]=1[O:6][C:5]1[CH:11]=[CH:12][C:2]([Cl:1])=[CH:3][CH:4]=1, predict the reactants needed to synthesize it. The reactants are: [Cl:1][C:2]1[CH:12]=[CH:11][C:5]([O:6][CH2:7][C:8](Cl)=[CH2:9])=[CH:4][CH:3]=1.BrN1[C:18](=O)[CH2:17][CH2:16][C:15]1=O.[BrH:21].[C:22](#N)[CH3:23].[OH2:25]. (2) Given the product [C:1]([C:5]1[CH:23]=[CH:22][C:8]([C:9]([NH:11][C:12]2[N:13]=[C:14]3[CH:19]=[CH:18][C:17]([CH:31]=[O:32])=[CH:16][N:15]3[CH:21]=2)=[O:10])=[CH:7][CH:6]=1)([CH3:4])([CH3:3])[CH3:2], predict the reactants needed to synthesize it. The reactants are: [C:1]([C:5]1[CH:23]=[CH:22][C:8]([C:9]([NH:11][C:12]2[N:13]=[C:14]3[CH:19]=[CH:18][C:17](I)=[CH:16][N:15]3[CH:21]=2)=[O:10])=[CH:7][CH:6]=1)([CH3:4])([CH3:3])[CH3:2].C([Mg]Cl)(C)C.CN(C)[CH:31]=[O:32].[Cl-].[NH4+].